From a dataset of Forward reaction prediction with 1.9M reactions from USPTO patents (1976-2016). Predict the product of the given reaction. Given the reactants [CH3:1][C:2]1([CH3:20])[CH2:6][C:5]2[C:7]([CH3:19])=[C:8]([N:13]3[CH2:18][CH2:17][NH:16][CH2:15][CH2:14]3)[C:9]([CH3:12])=[C:10]([CH3:11])[C:4]=2[O:3]1.Br[C:22]1[CH:27]=[CH:26][C:25]([Cl:28])=[CH:24][CH:23]=1, predict the reaction product. The product is: [Cl:28][C:25]1[CH:26]=[CH:27][C:22]([N:16]2[CH2:15][CH2:14][N:13]([C:8]3[C:9]([CH3:12])=[C:10]([CH3:11])[C:4]4[O:3][C:2]([CH3:20])([CH3:1])[CH2:6][C:5]=4[C:7]=3[CH3:19])[CH2:18][CH2:17]2)=[CH:23][CH:24]=1.